Dataset: NCI-60 drug combinations with 297,098 pairs across 59 cell lines. Task: Regression. Given two drug SMILES strings and cell line genomic features, predict the synergy score measuring deviation from expected non-interaction effect. (1) Synergy scores: CSS=40.9, Synergy_ZIP=0.169, Synergy_Bliss=-1.000, Synergy_Loewe=-14.0, Synergy_HSA=1.76. Drug 1: CCN(CC)CCNC(=O)C1=C(NC(=C1C)C=C2C3=C(C=CC(=C3)F)NC2=O)C. Cell line: NCI/ADR-RES. Drug 2: CC1=C(N=C(N=C1N)C(CC(=O)N)NCC(C(=O)N)N)C(=O)NC(C(C2=CN=CN2)OC3C(C(C(C(O3)CO)O)O)OC4C(C(C(C(O4)CO)O)OC(=O)N)O)C(=O)NC(C)C(C(C)C(=O)NC(C(C)O)C(=O)NCCC5=NC(=CS5)C6=NC(=CS6)C(=O)NCCC[S+](C)C)O. (2) Drug 1: C1CCC(CC1)NC(=O)N(CCCl)N=O. Drug 2: C1=CC(=CC=C1CC(C(=O)O)N)N(CCCl)CCCl.Cl. Cell line: SK-MEL-2. Synergy scores: CSS=38.5, Synergy_ZIP=4.80, Synergy_Bliss=11.5, Synergy_Loewe=8.59, Synergy_HSA=8.84. (3) Drug 1: CC1C(C(CC(O1)OC2CC(CC3=C2C(=C4C(=C3O)C(=O)C5=C(C4=O)C(=CC=C5)OC)O)(C(=O)CO)O)N)O.Cl. Drug 2: CCCCC(=O)OCC(=O)C1(CC(C2=C(C1)C(=C3C(=C2O)C(=O)C4=C(C3=O)C=CC=C4OC)O)OC5CC(C(C(O5)C)O)NC(=O)C(F)(F)F)O. Cell line: HS 578T. Synergy scores: CSS=58.7, Synergy_ZIP=2.10, Synergy_Bliss=2.39, Synergy_Loewe=2.95, Synergy_HSA=5.59. (4) Drug 2: C(CC(=O)O)C(=O)CN.Cl. Synergy scores: CSS=9.06, Synergy_ZIP=-6.94, Synergy_Bliss=-6.14, Synergy_Loewe=-3.83, Synergy_HSA=-3.77. Cell line: LOX IMVI. Drug 1: CC1=C(C=C(C=C1)NC2=NC=CC(=N2)N(C)C3=CC4=NN(C(=C4C=C3)C)C)S(=O)(=O)N.Cl.